Dataset: Catalyst prediction with 721,799 reactions and 888 catalyst types from USPTO. Task: Predict which catalyst facilitates the given reaction. The catalyst class is: 7. Reactant: [CH3:1][O:2][C:3]1[CH:8]=[C:7]([O:9][CH3:10])[CH:6]=[C:5]([O:11][CH3:12])[C:4]=1[CH:13]=[CH:14][C:15]1[S:16][CH:17]=[CH:18][CH:19]=1.C([Li])CCC.CN(C)[CH:27]=[O:28]. Product: [CH3:12][O:11][C:5]1[CH:6]=[C:7]([O:9][CH3:10])[CH:8]=[C:3]([O:2][CH3:1])[C:4]=1[CH:13]=[CH:14][C:15]1[S:16][C:17]([CH:27]=[O:28])=[CH:18][CH:19]=1.